Dataset: Catalyst prediction with 721,799 reactions and 888 catalyst types from USPTO. Task: Predict which catalyst facilitates the given reaction. (1) Reactant: [CH3:1][O:2][C:3]1[CH:8]=[C:7]([CH3:9])[CH:6]=[C:5]([CH3:10])[C:4]=1[C:11]1[N:16]2[N:17]=[C:18]([S:28][CH3:29])[C:19]([NH:20][C:21](=[O:27])[O:22][C:23]([CH3:26])([CH3:25])[CH3:24])=[C:15]2[CH:14]=[CH:13][CH:12]=1.[H-].[Na+].Br[CH2:33][CH:34]1[CH2:36][CH2:35]1.O. Product: [CH:34]1([CH2:33][N:20]([C:19]2[C:18]([S:28][CH3:29])=[N:17][N:16]3[C:11]([C:4]4[C:5]([CH3:10])=[CH:6][C:7]([CH3:9])=[CH:8][C:3]=4[O:2][CH3:1])=[CH:12][CH:13]=[CH:14][C:15]=23)[C:21](=[O:27])[O:22][C:23]([CH3:25])([CH3:24])[CH3:26])[CH2:36][CH2:35]1. The catalyst class is: 42. (2) Reactant: C([O:4][CH2:5][C:6]1[CH:11]=[CH:10][N:9]=[C:8]2[S:12][C:13]([C:15]3[CH:20]=[CH:19][CH:18]=[C:17]([C:21]([F:24])([F:23])[F:22])[CH:16]=3)=[N:14][C:7]=12)(=O)C.[OH-].[Na+]. Product: [F:23][C:21]([F:22])([F:24])[C:17]1[CH:16]=[C:15]([C:13]2[S:12][C:8]3[C:7]([N:14]=2)=[C:6]([CH2:5][OH:4])[CH:11]=[CH:10][N:9]=3)[CH:20]=[CH:19][CH:18]=1. The catalyst class is: 5.